From a dataset of Catalyst prediction with 721,799 reactions and 888 catalyst types from USPTO. Predict which catalyst facilitates the given reaction. (1) Reactant: O[CH2:2][C:3]1[CH:8]=[CH:7][C:6]([CH2:9][CH2:10][N:11]2[CH:16]=[CH:15][C:14]([O:17][CH2:18][C:19]3[S:20][CH:21]=[CH:22][CH:23]=3)=[CH:13][C:12]2=[O:24])=[CH:5][CH:4]=1.P(Br)(Br)[Br:26]. Product: [Br:26][CH2:2][C:3]1[CH:8]=[CH:7][C:6]([CH2:9][CH2:10][N:11]2[CH:16]=[CH:15][C:14]([O:17][CH2:18][C:19]3[S:20][CH:21]=[CH:22][CH:23]=3)=[CH:13][C:12]2=[O:24])=[CH:5][CH:4]=1. The catalyst class is: 326. (2) Reactant: Br[CH2:2][C:3]1[CH:4]=[CH:5][C:6]([N:9]2[CH2:14][CH2:13][N:12]([CH2:15][CH3:16])[CH2:11][CH2:10]2)=[N:7][CH:8]=1.[CH3:17][C:18]1[N:23]=[C:22]([SH:24])[N:21]=[C:20]([OH:25])[CH:19]=1.C(N(CC)CC)C.ClCCl. Product: [CH2:15]([N:12]1[CH2:13][CH2:14][N:9]([C:6]2[N:7]=[CH:8][C:3]([CH2:2][S:24][C:22]3[N:21]=[C:20]([OH:25])[CH:19]=[C:18]([CH3:17])[N:23]=3)=[CH:4][CH:5]=2)[CH2:10][CH2:11]1)[CH3:16]. The catalyst class is: 8. (3) Product: [C:12]([O:11][C:9]([N:20]1[CH2:21][CH2:22][CH:17]([CH3:16])[CH:18]([C:23]([OH:25])=[O:24])[CH2:19]1)=[O:10])([CH3:13])([CH3:14])[CH3:15]. The catalyst class is: 2. Reactant: [C:9](O[C:9]([O:11][C:12]([CH3:15])([CH3:14])[CH3:13])=[O:10])([O:11][C:12]([CH3:15])([CH3:14])[CH3:13])=[O:10].[CH3:16][CH:17]1[CH2:22][CH2:21][NH:20][CH2:19][CH:18]1[C:23]([OH:25])=[O:24].C(N(CC)CC)C. (4) Reactant: [OH:1]O.C(N1[C@H](C)C[N:9]([C@H:13](C2C=C(C=CC=2)C#N)[C:14]2[CH:19]=[CH:18][CH:17]=[C:16](O)[CH:15]=2)[C@@H](C)C1)C=C.[OH-].[Na+].Cl. Product: [C:13]([NH2:9])(=[O:1])[C:14]1[CH:19]=[CH:18][CH:17]=[CH:16][CH:15]=1. The catalyst class is: 8. (5) Reactant: Br.[CH2:2]([O:4][C:5]([C:7]1[C:11]([CH3:12])=[C:10]([C:13]2[CH:18]=[CH:17][CH:16]=[C:15]([NH2:19])[C:14]=2[OH:20])[N:9]([CH3:21])[C:8]=1[CH3:22])=[O:6])[CH3:3].[N:23]([O-])=O.[Na+].[CH2:27]1[C:35]2[C:30](=[CH:31][C:32]([N:36]3[C:40](=[O:41])[CH2:39][C:38]([CH3:42])=[N:37]3)=[CH:33][CH:34]=2)[CH2:29][CH2:28]1.C(=O)(O)[O-].[Na+]. Product: [CH2:2]([O:4][C:5]([C:7]1[C:11]([CH3:12])=[C:10]([C:13]2[CH:18]=[CH:17][CH:16]=[C:15]([NH:19][N:23]=[C:39]3[C:40](=[O:41])[N:36]([C:32]4[CH:31]=[C:30]5[C:35](=[CH:34][CH:33]=4)[CH2:27][CH2:28][CH2:29]5)[N:37]=[C:38]3[CH3:42])[C:14]=2[OH:20])[N:9]([CH3:21])[C:8]=1[CH3:22])=[O:6])[CH3:3]. The catalyst class is: 33. (6) Reactant: [F:1][C:2]1[CH:7]=[CH:6][C:5]([CH2:8][CH:9]([C:13]2[CH:18]=[CH:17][C:16]([S:19]([CH3:22])(=[O:21])=[O:20])=[CH:15][CH:14]=2)[C:10](O)=[O:11])=[CH:4][CH:3]=1.[CH3:23][C:24]1[N:25]=[CH:26][C:27]([NH2:30])=[N:28][CH:29]=1.CCN=C=NCCCN(C)C.Cl. Product: [F:1][C:2]1[CH:3]=[CH:4][C:5]([CH2:8][CH:9]([C:13]2[CH:14]=[CH:15][C:16]([S:19]([CH3:22])(=[O:20])=[O:21])=[CH:17][CH:18]=2)[C:10]([NH:30][C:27]2[CH:26]=[N:25][C:24]([CH3:23])=[CH:29][N:28]=2)=[O:11])=[CH:6][CH:7]=1. The catalyst class is: 64. (7) Reactant: [OH:1][CH:2]1[C:7]([O:10][CH3:11])([O:8][CH3:9])[CH2:6][CH2:5][N:4]([C:12]([O:14][C:15]([CH3:18])([CH3:17])[CH3:16])=[O:13])[CH2:3]1.[H-].[Na+].[CH2:21](I)[CH:22]=[CH2:23]. Product: [CH2:23]([O:1][CH:2]1[C:7]([O:8][CH3:9])([O:10][CH3:11])[CH2:6][CH2:5][N:4]([C:12]([O:14][C:15]([CH3:18])([CH3:17])[CH3:16])=[O:13])[CH2:3]1)[CH:22]=[CH2:21]. The catalyst class is: 3. (8) Product: [CH3:1][N:2]1[CH2:7][CH2:6][N:5]([C:8]2[N:13]=[CH:12][C:11]([C:14]3[C:22]4[C:17](=[CH:18][CH:19]=[C:20]([CH:23]=[C:33]5[C:34]6[C:39](=[CH:38][CH:37]=[CH:36][CH:35]=6)[NH:31][C:32]5=[O:40])[CH:21]=4)[NH:16][N:15]=3)=[CH:10][CH:9]=2)[CH2:4][CH2:3]1. Reactant: [CH3:1][N:2]1[CH2:7][CH2:6][N:5]([C:8]2[N:13]=[CH:12][C:11]([C:14]3[C:22]4[C:17](=[CH:18][CH:19]=[C:20]([CH:23]=O)[CH:21]=4)[NH:16][N:15]=3)=[CH:10][CH:9]=2)[CH2:4][CH2:3]1.N1CCCCC1.[NH:31]1[C:39]2[C:34](=[CH:35][CH:36]=[CH:37][CH:38]=2)[CH2:33][C:32]1=[O:40]. The catalyst class is: 14. (9) Reactant: [F:1][C:2]1[C:7]([F:8])=[CH:6][CH:5]=[CH:4][C:3]=1[CH2:9][CH2:10][C:11](O)=O.C(Cl)(=O)C(Cl)=O.S(N)([NH2:23])(=O)=O.[OH-].[Na+]. Product: [F:1][C:2]1[C:7]([F:8])=[CH:6][CH:5]=[CH:4][C:3]=1[CH2:9][CH2:10][C:11]#[N:23]. The catalyst class is: 139. (10) Reactant: [CH3:1][O:2][C:3]1[CH:8]=[CH:7][N:6]=[C:5]([CH:9]=O)[CH:4]=1.S(O)(O)(=O)=O.[C:16]([S:19][CH3:20])(=[NH:18])[NH2:17].[CH3:20][S:19][C:16](=[NH:18])[NH2:17].[C:26]([CH2:28][C:29](OCC)=[O:30])#[N:27].C(=O)([O-])[O-].[K+].[K+]. Product: [OH:30][C:29]1[C:28]([C:26]#[N:27])=[C:9]([C:5]2[CH:4]=[C:3]([O:2][CH3:1])[CH:8]=[CH:7][N:6]=2)[N:17]=[C:16]([S:19][CH3:20])[N:18]=1. The catalyst class is: 14.